From a dataset of Peptide-MHC class II binding affinity with 134,281 pairs from IEDB. Regression. Given a peptide amino acid sequence and an MHC pseudo amino acid sequence, predict their binding affinity value. This is MHC class II binding data. (1) The peptide sequence is ASFIYDGRLVDSIGS. The MHC is DRB1_1302 with pseudo-sequence DRB1_1302. The binding affinity (normalized) is 0.391. (2) The peptide sequence is VIPEGWKADTAYESK. The MHC is DRB1_1201 with pseudo-sequence DRB1_1201. The binding affinity (normalized) is 0.220. (3) The peptide sequence is MKGVERLAVMGDTAW. The MHC is HLA-DQA10201-DQB10301 with pseudo-sequence HLA-DQA10201-DQB10301. The binding affinity (normalized) is 0.316. (4) The MHC is DRB1_0101 with pseudo-sequence DRB1_0101. The peptide sequence is EADYSQIPISINYRT. The binding affinity (normalized) is 0.467. (5) The peptide sequence is AAATAGTTVYGAFNA. The MHC is HLA-DQA10102-DQB10602 with pseudo-sequence HLA-DQA10102-DQB10602. The binding affinity (normalized) is 0.785. (6) The peptide sequence is LRKVKRVVASLMRGL. The MHC is DRB1_0901 with pseudo-sequence DRB1_0901. The binding affinity (normalized) is 0.723. (7) The peptide sequence is KSRFFIWSQEVPLLT. The MHC is DRB1_0401 with pseudo-sequence DRB1_0401. The binding affinity (normalized) is 0.648.